Dataset: Full USPTO retrosynthesis dataset with 1.9M reactions from patents (1976-2016). Task: Predict the reactants needed to synthesize the given product. (1) The reactants are: Cl[C:2]1[C:7]([CH:8]=[O:9])=[C:6]([N:10]2[CH2:22][CH2:21][C:20]3[N:19]4[C:14]([CH2:15][CH2:16][CH2:17][CH2:18]4)=[C:13]([F:23])[C:12]=3[C:11]2=[O:24])[N:5]=[CH:4][CH:3]=1.[CH3:25][N:26]1[CH:31]=[C:30](B2OC(C)(C)C(C)(C)O2)[CH:29]=[C:28]([NH:41][C:42]2[CH:47]=[CH:46][C:45]([N:48]3[CH2:53][CH2:52][N:51]([CH:54]4[CH2:57][O:56][CH2:55]4)[CH2:50][C@@H:49]3[CH3:58])=[CH:44][N:43]=2)[C:27]1=[O:59].C([O-])(=O)C.[K+].[O-]P([O-])([O-])=O.[K+].[K+].[K+]. Given the product [F:23][C:13]1[C:12]2[C:11](=[O:24])[N:10]([C:6]3[C:7]([CH:8]=[O:9])=[C:2]([C:30]4[CH:29]=[C:28]([NH:41][C:42]5[CH:47]=[CH:46][C:45]([N:48]6[CH2:53][CH2:52][N:51]([CH:54]7[CH2:55][O:56][CH2:57]7)[CH2:50][C@@H:49]6[CH3:58])=[CH:44][N:43]=5)[C:27](=[O:59])[N:26]([CH3:25])[CH:31]=4)[CH:3]=[CH:4][N:5]=3)[CH2:22][CH2:21][C:20]=2[N:19]2[C:14]=1[CH2:15][CH2:16][CH2:17][CH2:18]2, predict the reactants needed to synthesize it. (2) Given the product [Cl:7][C:8]1[CH:9]=[CH:10][C:11]([CH2:12][NH:13][C:14]([C:16]2[C:17](=[O:27])[C:18]3[CH:24]=[C:23]([CH2:25][OH:26])[S:22][C:19]=3[N:20]([CH2:31][CH2:32][CH2:33][O:34][CH:35]3[CH2:40][CH2:39][CH2:38][CH2:37][O:36]3)[CH:21]=2)=[O:15])=[CH:28][CH:29]=1, predict the reactants needed to synthesize it. The reactants are: C(=O)([O-])[O-].[Cs+].[Cs+].[Cl:7][C:8]1[CH:29]=[CH:28][C:11]([CH2:12][NH:13][C:14]([C:16]2[C:17]([OH:27])=[C:18]3[CH:24]=[C:23]([CH2:25][OH:26])[S:22][C:19]3=[N:20][CH:21]=2)=[O:15])=[CH:10][CH:9]=1.I[CH2:31][CH2:32][CH2:33][O:34][CH:35]1[CH2:40][CH2:39][CH2:38][CH2:37][O:36]1. (3) Given the product [CH3:25][O:26][C:27]1[N:32]=[C:31]([O:33][CH3:34])[C:30]([C:2]2[CH:11]=[CH:10][C:9]3[N:8]=[CH:7][C:6]4[N:12]([CH3:24])[C:13](=[O:23])[N:14]([C:15]5[C:16]([CH3:22])=[N:17][N:18]([CH2:20][CH3:21])[CH:19]=5)[C:5]=4[C:4]=3[CH:3]=2)=[CH:29][N:28]=1, predict the reactants needed to synthesize it. The reactants are: Br[C:2]1[CH:11]=[CH:10][C:9]2[N:8]=[CH:7][C:6]3[N:12]([CH3:24])[C:13](=[O:23])[N:14]([C:15]4[C:16]([CH3:22])=[N:17][N:18]([CH2:20][CH3:21])[CH:19]=4)[C:5]=3[C:4]=2[CH:3]=1.[CH3:25][O:26][C:27]1[N:32]=[C:31]([O:33][CH3:34])[C:30](B2OC(C)(C)C(C)(C)O2)=[CH:29][N:28]=1.